Dataset: Forward reaction prediction with 1.9M reactions from USPTO patents (1976-2016). Task: Predict the product of the given reaction. Given the reactants [C:1]1([C:6]2[CH:11]=[C:10]([N+:12]([O-])=O)[CH:9]=[C:8]([N+:15]([O-])=O)[CH:7]=2)[CH2:5][CH2:4][CH2:3][CH:2]=1.[H][H].[CH3:20][O:21][C:22]1[N:27]=[C:26]([O:28][CH3:29])[C:25]([C:30]2[CH:39]=[C:38]3[C:33]([C:34](Cl)=[C:35]([C:40]([NH2:42])=[O:41])[CH:36]=[N:37]3)=[CH:32][CH:31]=2)=[CH:24][N:23]=1, predict the reaction product. The product is: [NH2:12][C:10]1[CH:9]=[C:8]([NH:15][C:34]2[C:33]3[C:38](=[CH:39][C:30]([C:25]4[C:26]([O:28][CH3:29])=[N:27][C:22]([O:21][CH3:20])=[N:23][CH:24]=4)=[CH:31][CH:32]=3)[N:37]=[CH:36][C:35]=2[C:40]([NH2:42])=[O:41])[CH:7]=[C:6]([CH:1]2[CH2:5][CH2:4][CH2:3][CH2:2]2)[CH:11]=1.